Dataset: Catalyst prediction with 721,799 reactions and 888 catalyst types from USPTO. Task: Predict which catalyst facilitates the given reaction. (1) Reactant: [Br:1][CH:2](Br)C.[Li+].CC([N-]C(C)C)C.CO[C:15](=[O:24])[C:16]1[CH:21]=[CH:20][CH:19]=[CH:18][C:17]=1[CH2:22][CH3:23].C([Li])CCC.Cl. Product: [Br:1][CH2:2][C:15]([C:16]1[CH:21]=[CH:20][CH:19]=[CH:18][C:17]=1[CH2:22][CH3:23])=[O:24]. The catalyst class is: 134. (2) The catalyst class is: 8. Product: [F:14][CH2:13][C:6]1[C:7]([C:8]([OH:10])=[O:9])=[C:3]([CH2:2][F:1])[NH:4][N:5]=1. Reactant: [F:1][CH:2](F)[C:3]1[C:7]([C:8]([O:10]CC)=[O:9])=[C:6]([CH:13](F)[F:14])[NH:5][N:4]=1.[OH-].[Na+]. (3) Reactant: [CH3:1][C:2]([S:5]([NH2:8])(=[O:7])=[O:6])([CH3:4])[CH3:3].[H-].[Na+].[Br:11][C:12]1[CH:13]=[C:14]([C:20]([F:23])([F:22])[F:21])[C:15](F)=[C:16]([F:18])[CH:17]=1. Product: [Br:11][C:12]1[CH:13]=[C:14]([C:20]([F:21])([F:22])[F:23])[C:15]([NH:8][S:5]([C:2]([CH3:4])([CH3:3])[CH3:1])(=[O:7])=[O:6])=[C:16]([F:18])[CH:17]=1. The catalyst class is: 3.